This data is from Peptide-MHC class I binding affinity with 185,985 pairs from IEDB/IMGT. The task is: Regression. Given a peptide amino acid sequence and an MHC pseudo amino acid sequence, predict their binding affinity value. This is MHC class I binding data. (1) The peptide sequence is QELKNSAVSL. The MHC is HLA-A30:02 with pseudo-sequence HLA-A30:02. The binding affinity (normalized) is 0. (2) The peptide sequence is KSLFNTIAVLY. The MHC is HLA-B39:01 with pseudo-sequence HLA-B39:01. The binding affinity (normalized) is 0.0847.